Task: Predict the reactants needed to synthesize the given product.. Dataset: Retrosynthesis with 50K atom-mapped reactions and 10 reaction types from USPTO (1) Given the product CC(C)C[C@H](NC(=O)N1CCCCCC1)C(=O)N1CCN(C(c2ccccc2)c2ccccc2)CC1, predict the reactants needed to synthesize it. The reactants are: CC(C)C[C@H](NC(=O)N1CCCCCC1)C(=O)O.c1ccc(C(c2ccccc2)N2CCNCC2)cc1. (2) The reactants are: N=C(N)NC(=O)OCc1ccccc1.O=C(O)c1ccc(C2CCN(C(=O)c3ccc[nH]3)C2)c(C(F)(F)F)c1. Given the product N=C(NC(=O)OCc1ccccc1)NC(=O)c1ccc(C2CCN(C(=O)c3ccc[nH]3)C2)c(C(F)(F)F)c1, predict the reactants needed to synthesize it. (3) Given the product NCC1CCC(C(=O)NC(Cc2ccccc2)c2cccc(-c3ccc(N)nc3)c2)CC1, predict the reactants needed to synthesize it. The reactants are: CC(C)(C)OC(=O)NCC1CCC(C(=O)NC(Cc2ccccc2)c2cccc(-c3ccc(N)nc3)c2)CC1. (4) Given the product COc1ccc(C(=O)Cc2ccccc2)cc1, predict the reactants needed to synthesize it. The reactants are: COc1ccccc1.O=C(Cl)Cc1ccccc1. (5) Given the product OCC1=NO[C@@H]2COC[C@H]12, predict the reactants needed to synthesize it. The reactants are: CCOC(=O)C1=NO[C@@H]2COC[C@H]12. (6) Given the product CC(C)(C)[Si](C)(C)OCC(O)Cc1ccc2c(c1O)CCC2, predict the reactants needed to synthesize it. The reactants are: CC(C)(C)[Si](C)(C)OCC(O)Cc1ccc2c(c1OCc1ccccc1)CCC2.